Dataset: Full USPTO retrosynthesis dataset with 1.9M reactions from patents (1976-2016). Task: Predict the reactants needed to synthesize the given product. (1) Given the product [Cl:1][CH2:2][CH2:3][O:4][C:5]1[CH:10]=[C:9]([CH:8]=[CH:7][C:6]=1[N+:12]([O-:14])=[O:13])[O:15][CH2:16][CH2:17][OH:18], predict the reactants needed to synthesize it. The reactants are: [Cl:1][CH2:2][CH2:3][O:4][C:5]1[CH:10]=[C:9](F)[CH:8]=[CH:7][C:6]=1[N+:12]([O-:14])=[O:13].[OH:15][CH2:16][CH2:17][OH:18].C(=O)([O-])[O-].[Cs+].[Cs+]. (2) The reactants are: [CH2:1]([C:5]1[N:6]=[C:7]([NH2:25])[C:8]2[NH:13][N:12]=[C:11]([CH2:14][CH2:15][CH2:16][CH2:17][CH2:18][CH2:19][N:20]3[CH2:24][CH2:23][CH2:22][CH2:21]3)[C:9]=2[N:10]=1)[CH2:2][CH2:3][CH3:4].[CH3:26][S:27]([OH:30])(=[O:29])=[O:28]. Given the product [CH3:26][S:27]([OH:30])(=[O:29])=[O:28].[CH2:1]([C:5]1[N:6]=[C:7]([NH2:25])[C:8]2[NH:13][N:12]=[C:11]([CH2:14][CH2:15][CH2:16][CH2:17][CH2:18][CH2:19][N:20]3[CH2:24][CH2:23][CH2:22][CH2:21]3)[C:9]=2[N:10]=1)[CH2:2][CH2:3][CH3:4], predict the reactants needed to synthesize it. (3) Given the product [NH2:1][C:2]1[C:11]2[N:12]=[C:13]([CH2:20][O:21][CH3:22])[N:14]([CH2:15][C:16]([OH:19])([CH3:18])[CH3:17])[C:10]=2[C:9]2[CH:8]=[CH:7][C:6]([CH2:23][CH2:24][C:25]#[N:26])=[CH:5][C:4]=2[N:3]=1, predict the reactants needed to synthesize it. The reactants are: [NH2:1][C:2]1[C:11]2[N:12]=[C:13]([CH2:20][O:21][CH3:22])[N:14]([CH2:15][C:16]([OH:19])([CH3:18])[CH3:17])[C:10]=2[C:9]2[CH:8]=[CH:7][C:6]([CH:23]=[CH:24][C:25]#[N:26])=[CH:5][C:4]=2[N:3]=1. (4) Given the product [NH2:1][C:2]([NH:4][C:5]1[NH:6][C:7]2[C:12]([C:13]=1[C:14]([NH2:15])=[O:16])=[CH:11][CH:10]=[C:9]([C:32]1[CH:37]=[C:36]([CH2:38][OH:39])[CH:35]=[CH:34][N:33]=1)[CH:8]=2)=[O:3], predict the reactants needed to synthesize it. The reactants are: [NH2:1][C:2]([NH:4][C:5]1[NH:6][C:7]2[C:12]([C:13]=1[C:14](=[O:16])[NH2:15])=[CH:11][CH:10]=[C:9](B1OC(C)(C)C(C)(C)O1)[CH:8]=2)=[O:3].C(=O)([O-])O.[Na+].Br[C:32]1[CH:37]=[C:36]([CH2:38][OH:39])[CH:35]=[CH:34][N:33]=1.